From a dataset of Human Reference Interactome with 51,813 positive PPI pairs across 8,248 proteins, plus equal number of experimentally-validated negative pairs. Binary Classification. Given two protein amino acid sequences, predict whether they physically interact or not. (1) Protein 2 (ENSG00000213416) has sequence MVNSCCGSVCSDQGCGLENCCRPSCCQTTCCRTTCCRPSCCVSSCCRPQCCQSVCCQPTCCRPSCCQTTCCRTTCCRPSCCVSSCCRPQCCQSVCCQPTCCRPSCCQTTCCRTTCCRPSCCVSSCCRPQCCQSVCCQPTCCRPSCCISSSCCPSCCESSCCRPCCCLRPVCGRVSCHTTCYRPTCVISTCPRPLCCASSCC*. Result: 1 (the proteins interact). Protein 1 (ENSG00000181929) has sequence METVISSDSSPAVENEHPQETPESNNSVYTSFMKSHRCYDLIPTSSKLVVFDTSLQVKKAFFALVTNGVRAAPLWDSKKQSFVVLRALSCPLGMLTITDFINILHRYYKSALVQIYELEEHKIETWREVYLQDSFKPLVCISPNASLFDAVSSLIRNKIHRLPVIDPESGNTLYILTHKRILKFLKLFITEFPKPEFMSKSLEELQIGTYANIAMVRTTTPVYVALGIFVQHRVSALPVVDEKGRVVDIYSKFDVINLAAEKTYNNLDVSVTKALQHRSHYFEGVLKCYLHETLETIINR.... (2) Protein 1 (ENSG00000262814) has sequence MLPAAARPLWGPCLGLRAAAFRLARRQVPCVCAVRHMRSSGHQRCEALAGAPLDNAPKEYPPKIQQLVQDIASLTLLEISDLNELLKKTLKIQDVGLVPMGGVMSGAVPAAAAQEAVEEDIPIAKERTHFTVRLTEAKPVDKVKLIKEIKNYIQGINLVQAKKLVESLPQEIKANVAKAEAEKIKAALEAVGGTVVLE*. Protein 2 (ENSG00000170471) has sequence MYSEWRSLHLVIQNDQGHTSVLHSYPESVGREVANAVVRPLGQVLGTPSVAGSENLLKTDKEVKWTMEVICYGLTLPLDGETVKYCVDVYTDWIMALVLPKDSIPLPVIKEPNQYVQTILKHLQNLFVPRQEQGSSQIRLCLQVLRAIQKLARESSLMARETWEVLLLFLLQINDILLAPPTVQGGIAENLAEKLIGVLFEVWLLACTRCFPTPPYWKTAKEMVANWRHHPAVVEQWSKVICALTSRLLRFTYGPSFPAFKVPDEDASLIPPEMDNECVAQTWFRFLHMLSNPVDLSNPA.... Result: 0 (the proteins do not interact). (3) Result: 1 (the proteins interact). Protein 1 (ENSG00000116044) has sequence MMDLELPPPGLPSQQDMDLIDILWRQDIDLGVSREVFDFSQRRKEYELEKQKKLEKERQEQLQKEQEKAFFAQLQLDEETGEFLPIQPAQHIQSETSGSANYSQVAHIPKSDALYFDDCMQLLAQTFPFVDDNEVSSATFQSLVPDIPGHIESPVFIATNQAQSPETSVAQVAPVDLDGMQQDIEQVWEELLSIPELQCLNIENDKLVETTMVPSPEAKLTEVDNYHFYSSIPSMEKEVGNCSPHFLNAFEDSFSSILSTEDPNQLTVNSLNSDATVNTDFGDEFYSAFIAEPSISNSMP.... Protein 2 (ENSG00000197063) has sequence MTTPNKGNKALKVKREPGENGTSLTDEELVTMSVRELNQHLRGLSKEEIVQLKQRRRTLKNRGYAASCRVKRVTQKEELEKQKAELQQEVEKLASENASMKLELDALRSKYEALQTFARTVARSPVAPARGPLAAGLGPLVPGKVAATSVITIVKSKTDARS*MTTPNKGNKALKVKREPGENGTSLTDEELVTMSVRELNQHLRGLSKEEIVQLKQRRRTLKNRGYAASCRVKRVTQKEELEKQKAELQQEVEKLASENA. (4) Protein 2 (ENSG00000110429) has sequence MAAMETETAPLTLESLPTDPLLLILSFLDYRDLINCCYVSRRLSQLSSHDPLWRRHCKKYWLISEEEKTQKNQCWKSLFIDTYSDVGRYIDHYAAIKKAWDDLKKYLEPRCPRMVLSLKEGAREEDLDAVEAQIGCKLPDDYRCSYRIHNGQKLVVPGLLGSMALSNHYRSEDLLDVDTAAGGFQQRQGLKYCLPLTFCIHTGLSQYIAVEAAEGRNKNEVFYQCPDQMARNPAAIDMFIIGATFTDWFTSYVKNVVSGGFPIIRDQIFRYVHDPECVATTGDITVSVSTSFLPELSSVH.... Result: 0 (the proteins do not interact). Protein 1 (ENSG00000130725) has sequence MIKLFSLKQQKKEEESAGGTKGSSKKASAAQLRIQKDINELNLPKTCDISFSDPDDLLNFKLVICPDEGFYKSGKFVFSFKVGQGYPHDPPKVKCETMVYHPNIDLEGNVCLNILREDWKPVLTINSIIYGLQYLFLEPNPEDPLNKEAAEVLQNNRRLFEQNVQRSMRGGYIGSTYFERCLK*FKLVICPDEGFYKSGKFVFSFKVGQGYPHDPPKVKCETMVYHPNIDLEGNVCLNILREDWKPVLTINSIIYGLQYLFLVSRNRWLGLGRLAFCPSGLLTPPTCTGHRSPTPRTH*M.... (5) Protein 1 (ENSG00000229117) has sequence MRAKWRKKRMRRLKRKRRKMRQRSK*. Protein 2 (ENSG00000166295) has sequence MAASSSSSSAGGVSGSSVTGSGFSVSDLAPPRKALFTYPKGAGEMLEDGSERFLCESVFSYQVASTLKQVKHDQQVARMEKLAGLVEELEADEWRFKPIEQLLGFTPSSG*MAASSSSSSAGGVSGSSVTGSGFSVSDLAPPRKALFTYPKGAGEMLEDQQVARMEKLAGLVEELEADEWRFKPIEQLLGFTPSSG*. Result: 0 (the proteins do not interact). (6) Protein 1 (ENSG00000122585) has sequence MLGNKRLGLSGLTLALSLLVCLGALAEAYPSKPDNPGEDAPAEDMARYYSALRHYINLITRQRYGKRSSPETLISDLLMRESTENVPRTRLEDPAMW*. Protein 2 (ENSG00000101892) has sequence MRRQLRSRRAPSFPYSYRYRLDDPDEANQNYLADEEEEAEEEARVTVVPKSEEEEEEEEKEEEEEEEKEEEEGQGQPTGNAWWQKLQIMSEYLWDPERRMFLARTGQSWSLILLIYFFFYASLAAVITLCMYTLFLTISPYIPTFTERVKPPGVMIRPFAHSLNFNFNVSEPDTWQHYVISLNGFLQGYNDSLQEEMNVDCPPGQYFIQDGNEDEDKKACQFKRSFLKNCSGLEDPTFGYSTGQPCILLKMNRIVGFRPELGDPVKVSCKVQRGDENDIRSISYYPESASFDLRYYPYYG.... Result: 0 (the proteins do not interact).